Dataset: Full USPTO retrosynthesis dataset with 1.9M reactions from patents (1976-2016). Task: Predict the reactants needed to synthesize the given product. (1) Given the product [N:1]1[CH:6]=[CH:5][CH:4]=[C:3]([CH:7]([CH3:14])[CH2:8][C:9]([NH2:15])=[O:10])[CH:2]=1, predict the reactants needed to synthesize it. The reactants are: [N:1]1[CH:6]=[CH:5][CH:4]=[C:3]([CH:7]([CH3:14])[CH2:8][C:9](OCC)=[O:10])[CH:2]=1.[NH3:15]. (2) Given the product [CH3:87][O:86][C:85](=[O:88])[NH:84][C@@H:80]([CH:81]([CH3:82])[CH3:83])[C:79]([N:73]1[C@H:72]([C:70]2[NH:71][C:67]([C:62]3[CH:61]=[CH:60][C:59]4[C:64](=[CH:65][CH:66]=[C:57]([C:2]5[CH:7]=[CH:6][C:5]([C:8]6[NH:12][C:11]([C@@H:13]7[CH2:21][C:16]8([O:17][CH2:18][CH2:19][O:20]8)[CH2:15][N:14]7[C:22](=[O:32])[C@@H:23]([NH:27][C:28]([O:29][CH3:30])=[O:31])[CH:24]([CH3:26])[CH3:25])=[N:10][CH:9]=6)=[CH:4][CH:3]=5)[CH:58]=4)[CH:63]=3)=[CH:68][N:69]=2)[CH2:78][C:75]2([CH2:76][CH2:77]2)[CH2:74]1)=[O:89], predict the reactants needed to synthesize it. The reactants are: Br[C:2]1[CH:7]=[CH:6][C:5]([C:8]2[NH:12][C:11]([C@@H:13]3[CH2:21][C:16]4([O:20][CH2:19][CH2:18][O:17]4)[CH2:15][N:14]3[C:22](=[O:32])[C@@H:23]([NH:27][C:28](=[O:31])[O:29][CH3:30])[CH:24]([CH3:26])[CH3:25])=[N:10][CH:9]=2)=[CH:4][CH:3]=1.B1(B2OC(C)(C)C(C)(C)O2)OC(C)(C)C(C)(C)O1.C([O-])(=O)C.[K+].Br[C:57]1[CH:58]=[C:59]2[C:64](=[CH:65][CH:66]=1)[CH:63]=[C:62]([C:67]1[NH:71][C:70]([C@@H:72]3[CH2:78][C:75]4([CH2:77][CH2:76]4)[CH2:74][N:73]3[C:79](=[O:89])[C@@H:80]([NH:84][C:85](=[O:88])[O:86][CH3:87])[CH:81]([CH3:83])[CH3:82])=[N:69][CH:68]=1)[CH:61]=[CH:60]2.C([O-])([O-])=O.[K+].[K+]. (3) The reactants are: Br[C:2]1[CH:3]=[C:4]([C:8]2[N:9]=[C:10]([CH:20]([CH3:22])[CH3:21])[NH:11][C:12]=2[C:13]2[CH:18]=[CH:17][CH:16]=[C:15]([CH3:19])[N:14]=2)[CH:5]=[CH:6][CH:7]=1.[F:23][C:24]1[CH:29]=[C:28]([F:30])[CH:27]=[CH:26][C:25]=1B(O)O. Given the product [F:23][C:24]1[CH:29]=[C:28]([F:30])[CH:27]=[CH:26][C:25]=1[C:2]1[CH:7]=[CH:6][CH:5]=[C:4]([C:8]2[N:9]=[C:10]([CH:20]([CH3:22])[CH3:21])[NH:11][C:12]=2[C:13]2[CH:18]=[CH:17][CH:16]=[C:15]([CH3:19])[N:14]=2)[CH:3]=1, predict the reactants needed to synthesize it. (4) Given the product [Cl:13][C:14]1[CH:15]=[C:16]([S:21]([NH:1][C:2]2[S:3][CH:4]=[C:5]([CH2:7][C:8]([O:10][CH2:11][CH3:12])=[O:9])[N:6]=2)(=[O:23])=[O:22])[CH:17]=[CH:18][C:19]=1[CH3:20], predict the reactants needed to synthesize it. The reactants are: [NH2:1][C:2]1[S:3][CH:4]=[C:5]([CH2:7][C:8]([O:10][CH2:11][CH3:12])=[O:9])[N:6]=1.[Cl:13][C:14]1[CH:15]=[C:16]([S:21](Cl)(=[O:23])=[O:22])[CH:17]=[CH:18][C:19]=1[CH3:20]. (5) Given the product [NH2:24][C:23]1[C:3]2[C:4]([O:5][CH2:6][CH2:7][CH2:8][CH2:9][CH2:10][CH2:11][NH:12][C:13](=[O:19])[O:14][C:15]([CH3:18])([CH3:17])[CH3:16])=[CH:20][CH:21]=[CH:22][C:2]=2[NH:1][S:25](=[O:28])(=[O:27])[N:26]=1, predict the reactants needed to synthesize it. The reactants are: [NH2:1][C:2]1[C:3]([C:23]#[N:24])=[C:4]([CH:20]=[CH:21][CH:22]=1)[O:5][CH2:6][CH2:7][CH2:8][CH2:9][CH2:10][CH2:11][NH:12][C:13](=[O:19])[O:14][C:15]([CH3:18])([CH3:17])[CH3:16].[S:25](Cl)(=[O:28])(=[O:27])[NH2:26]. (6) The reactants are: [CH3:1][Si:2]([CH3:19])([CH3:18])[CH2:3][CH2:4][O:5][CH2:6][N:7]1[C:15]2[C:10](=[CH:11][CH:12]=[CH:13][CH:14]=2)[C:9]([CH:16]=O)=[N:8]1.[OH:20][C:21]1[CH:30]=[CH:29][C:24]2[C:25](=[O:28])[CH2:26][O:27][C:23]=2[C:22]=1[CH2:31][N:32]1[CH2:37][CH2:36][N:35]([C:38]([O:40][C:41]([CH3:44])([CH3:43])[CH3:42])=[O:39])[CH2:34][CH2:33]1.N1CCCCC1. Given the product [OH:20][C:21]1[CH:30]=[CH:29][C:24]2[C:25](=[O:28])/[C:26](=[CH:16]/[C:9]3[C:10]4[C:15](=[CH:14][CH:13]=[CH:12][CH:11]=4)[N:7]([CH2:6][O:5][CH2:4][CH2:3][Si:2]([CH3:19])([CH3:18])[CH3:1])[N:8]=3)/[O:27][C:23]=2[C:22]=1[CH2:31][N:32]1[CH2:33][CH2:34][N:35]([C:38]([O:40][C:41]([CH3:44])([CH3:43])[CH3:42])=[O:39])[CH2:36][CH2:37]1, predict the reactants needed to synthesize it. (7) Given the product [CH3:23][C:19]([CH3:24])([CH2:18][CH2:17][CH2:16][CH:15]=[CH2:14])[CH2:20][OH:21], predict the reactants needed to synthesize it. The reactants are: [H-].[H-].[H-].[H-].[Li+].[Al+3].OC1C=CC([CH2:14][CH2:15][CH2:16][CH2:17][CH2:18][C:19]([CH3:24])([CH3:23])[C:20](O)=[O:21])=CC=1N1CC(=O)NS1(=O)=O.O. (8) Given the product [O:13]1[CH2:18][CH2:17][CH:16]([CH2:19][O:20][C:2]2[CH:12]=[CH:11][C:5]([C:6]([OH:8])=[O:7])=[CH:4][N:3]=2)[CH2:15][CH2:14]1, predict the reactants needed to synthesize it. The reactants are: Cl[C:2]1[CH:12]=[CH:11][C:5]([C:6]([O:8]CC)=[O:7])=[CH:4][N:3]=1.[O:13]1[CH2:18][CH2:17][CH:16]([CH2:19][OH:20])[CH2:15][CH2:14]1. (9) Given the product [CH2:1]([C:3]1[CH:21]=[CH:20][CH:19]=[C:18]([CH3:22])[C:4]=1[CH2:5][NH:6][C:7]1[C:12]2[N:13]=[C:36]([CH3:37])[N:14]([CH3:15])[C:11]=2[CH:24]=[C:23]([O:25][CH3:26])[N:8]=1)[CH3:2], predict the reactants needed to synthesize it. The reactants are: [CH2:1]([C:3]1[CH:21]=[CH:20][CH:19]=[C:18]([CH3:22])[C:4]=1[CH2:5][NH:6][C:7]1[C:12]([NH2:13])=[C:11]([NH:14][CH3:15])C=C(OC)[N:8]=1)[CH3:2].[C:23](OC)(OC)([O:25][CH3:26])[CH3:24].C(=O)(O)[O-].[Na+].[CH2:36](O)[CH3:37].